From a dataset of Forward reaction prediction with 1.9M reactions from USPTO patents (1976-2016). Predict the product of the given reaction. (1) Given the reactants Br[C:2]1[CH:3]=[C:4]([CH:29]=[CH:30][CH:31]=1)[C:5]([NH:7][CH:8]([C:10]1[N:15]=[N:14][C:13]([NH:16][C:17]2[CH:22]=[C:21]([O:23][CH3:24])[C:20]([O:25][CH3:26])=[C:19]([O:27][CH3:28])[CH:18]=2)=[N:12][CH:11]=1)[CH3:9])=[O:6].[NH2:32][CH:33](C1N=NC(NC2C=C(OC)C(OC)=C(OC)C=2)=NC=1)[CH3:34].N1C2C(=CC(C(O)=O)=CC=2)C=C1.C(N(C(C)C)CC)(C)C.F[P-](F)(F)(F)(F)F.N1(OC(N(C)C)=[N+](C)C)C2N=CC=CC=2N=N1, predict the reaction product. The product is: [CH3:24][O:23][C:21]1[CH:22]=[C:17]([NH:16][C:13]2[N:14]=[N:15][C:10]([CH:8]([NH:7][C:5]([C:4]3[CH:3]=[C:2]4[C:31](=[CH:30][CH:29]=3)[NH:32][CH:33]=[CH:34]4)=[O:6])[CH3:9])=[CH:11][N:12]=2)[CH:18]=[C:19]([O:27][CH3:28])[C:20]=1[O:25][CH3:26]. (2) The product is: [Br:3][C:4]1[CH:5]=[C:6]([I:1])[C:7]([NH2:10])=[N:8][CH:9]=1. Given the reactants [I:1]I.[Br:3][C:4]1[CH:5]=[CH:6][C:7]([NH2:10])=[N:8][CH:9]=1, predict the reaction product. (3) Given the reactants [CH3:1][O:2][C:3]1[CH:8]=[CH:7][C:6]([C:9]2[CH:14]=[CH:13][C:12]([S:15]([NH:18][CH:19]([CH:23]3[CH2:28][CH2:27][NH:26][CH2:25][CH2:24]3)[C:20]([OH:22])=[O:21])(=[O:17])=[O:16])=[CH:11][CH:10]=2)=[CH:5][CH:4]=1.O1CCOCC1.O.C(N(CC)CC)C.[CH3:43][CH:44]([CH3:48])[C:45](Cl)=[O:46], predict the reaction product. The product is: [C:45]([N:26]1[CH2:25][CH2:24][CH:23]([CH:19]([NH:18][S:15]([C:12]2[CH:11]=[CH:10][C:9]([C:6]3[CH:5]=[CH:4][C:3]([O:2][CH3:1])=[CH:8][CH:7]=3)=[CH:14][CH:13]=2)(=[O:17])=[O:16])[C:20]([OH:22])=[O:21])[CH2:28][CH2:27]1)(=[O:46])[CH:44]([CH3:48])[CH3:43]. (4) Given the reactants [Cl:1][C:2]1[C:10]2[CH:9]=[C:8]([C:11](=O)[CH:12]=[C:13]([C:18]3[CH:23]=[C:22]([Cl:24])[CH:21]=[C:20]([Cl:25])[CH:19]=3)[C:14]([F:17])([F:16])[F:15])[S:7][C:6]=2[CH:5]=[CH:4][CH:3]=1.[OH-:27].[Na+].[NH2:29]O.Cl.O, predict the reaction product. The product is: [Cl:1][C:2]1[C:10]2[CH:9]=[C:8]([C:11]3[CH2:12][C:13]([C:18]4[CH:23]=[C:22]([Cl:24])[CH:21]=[C:20]([Cl:25])[CH:19]=4)([C:14]([F:17])([F:16])[F:15])[O:27][N:29]=3)[S:7][C:6]=2[CH:5]=[CH:4][CH:3]=1. (5) Given the reactants [CH2:1]([O:3][C:4](=[O:21])[CH:5]=[C:6]1[CH2:13][CH:12]2[CH:8]([CH2:9][C:10]3([O:18][CH2:17][C:16]([CH3:20])([CH3:19])[CH2:15][O:14]3)[CH2:11]2)[CH2:7]1)[CH3:2], predict the reaction product. The product is: [CH2:1]([O:3][C:4](=[O:21])[CH2:5][CH:6]1[CH2:7][CH:8]2[CH:12]([CH2:11][C:10]3([O:18][CH2:17][C:16]([CH3:20])([CH3:19])[CH2:15][O:14]3)[CH2:9]2)[CH2:13]1)[CH3:2].